This data is from Peptide-MHC class I binding affinity with 185,985 pairs from IEDB/IMGT. The task is: Regression. Given a peptide amino acid sequence and an MHC pseudo amino acid sequence, predict their binding affinity value. This is MHC class I binding data. (1) The peptide sequence is NTVRSVEAI. The MHC is H-2-Kb with pseudo-sequence H-2-Kb. The binding affinity (normalized) is 0. (2) The peptide sequence is GVYPSFMSR. The MHC is HLA-A11:01 with pseudo-sequence HLA-A11:01. The binding affinity (normalized) is 0.903. (3) The peptide sequence is ITPIVFYRS. The MHC is HLA-A02:01 with pseudo-sequence HLA-A02:01. The binding affinity (normalized) is 0.270. (4) The peptide sequence is LNRKAIDFL. The MHC is HLA-B07:02 with pseudo-sequence HLA-B07:02. The binding affinity (normalized) is 0.0798. (5) The peptide sequence is YTGAMTSKF. The MHC is HLA-B14:02 with pseudo-sequence HLA-B14:02. The binding affinity (normalized) is 0.213. (6) The peptide sequence is DWSGYSGSF. The MHC is HLA-A24:02 with pseudo-sequence HLA-A24:02. The binding affinity (normalized) is 0.455. (7) The peptide sequence is RILQRALFM. The MHC is Mamu-A2201 with pseudo-sequence Mamu-A2201. The binding affinity (normalized) is 0. (8) The peptide sequence is PRIVARQI. The MHC is Mamu-B08 with pseudo-sequence Mamu-B08. The binding affinity (normalized) is 0.134.